From a dataset of Catalyst prediction with 721,799 reactions and 888 catalyst types from USPTO. Predict which catalyst facilitates the given reaction. (1) Reactant: Cl.[CH3:2][C:3]1[C:7]2[N:8]=[CH:9][N:10]=[C:11]([NH:12][NH2:13])[C:6]=2[S:5][CH:4]=1.[N:14]1[CH:19]=[CH:18][CH:17]=[C:16]([CH:20]=O)[CH:15]=1. Product: [CH3:2][C:3]1[C:7]2[N:8]=[CH:9][N:10]=[C:11]([NH:12][N:13]=[CH:20][C:16]3[CH:15]=[N:14][CH:19]=[CH:18][CH:17]=3)[C:6]=2[S:5][CH:4]=1. The catalyst class is: 8. (2) Reactant: [NH2:1][CH:2]([CH2:20][C:21]1[CH:26]=[C:25]([F:27])[CH:24]=[C:23]([F:28])[CH:22]=1)[CH:3]([OH:19])[CH2:4][NH:5][C:6]1[C:15]2[C:10](=[CH:11][CH:12]=[C:13]([CH2:16][CH3:17])[CH:14]=2)[O:9][CH2:8][C:7]=1[OH:18].C(N(C(C)C)CC)(C)C.[C:38]([O-])(=[O:40])[CH3:39].[Na+].CN(C(ON1N=NC2C=CC=CC1=2)=[N+](C)C)C.F[P-](F)(F)(F)(F)F. Product: [F:28][C:23]1[CH:22]=[C:21]([CH:26]=[C:25]([F:27])[CH:24]=1)[CH2:20][CH:2]([NH:1][C:38](=[O:40])[CH3:39])[CH:3]([OH:19])[CH2:4][NH:5][C:6]1[C:15]2[C:10](=[CH:11][CH:12]=[C:13]([CH2:16][CH3:17])[CH:14]=2)[O:9][CH2:8][C:7]=1[OH:18]. The catalyst class is: 34. (3) Reactant: [N+:1]([C:4]1[CH:9]=[CH:8][C:7]([C:10]([N:12]2[CH2:17][CH2:16][N:15]([CH2:18][CH3:19])[CH2:14][CH2:13]2)=[O:11])=[C:6]([CH3:20])[CH:5]=1)([O-])=O. Product: [NH2:1][C:4]1[CH:9]=[CH:8][C:7]([C:10]([N:12]2[CH2:17][CH2:16][N:15]([CH2:18][CH3:19])[CH2:14][CH2:13]2)=[O:11])=[C:6]([CH3:20])[CH:5]=1. The catalyst class is: 171. (4) Product: [F:40][C:23]1[S:22][C:21]([C:18]2[CH:19]=[CH:20][C:15]([C:12]3[CH:13]=[CH:14][C:9]([C:6]4([C:4]([OH:5])=[O:3])[CH2:8][CH2:7]4)=[CH:10][CH:11]=3)=[C:16]([O:41][CH3:42])[CH:17]=2)=[C:25]([NH:26][C:27]([O:29][CH:30]([C:32]2[CH:37]=[C:36]([F:38])[CH:35]=[CH:34][C:33]=2[CH3:39])[CH3:31])=[O:28])[CH:24]=1. The catalyst class is: 32. Reactant: C([O:3][C:4]([C:6]1([C:9]2[CH:14]=[CH:13][C:12]([C:15]3[CH:20]=[CH:19][C:18]([C:21]4[S:22][C:23]([F:40])=[CH:24][C:25]=4[NH:26][C:27]([O:29][CH:30]([C:32]4[CH:37]=[C:36]([F:38])[CH:35]=[CH:34][C:33]=4[CH3:39])[CH3:31])=[O:28])=[CH:17][C:16]=3[O:41][CH3:42])=[CH:11][CH:10]=2)[CH2:8][CH2:7]1)=[O:5])C.[OH-].[Na+].Cl. (5) Reactant: [C:1](#[N:3])[CH3:2].[H-].[Na+].C[O:7][C:8]([C:10]1([CH3:13])[CH2:12][CH2:11]1)=O.CO. Product: [CH3:13][C:10]1([C:8](=[O:7])[CH2:2][C:1]#[N:3])[CH2:12][CH2:11]1. The catalyst class is: 20. (6) Product: [OH:26][NH:25][C:19](=[O:20])/[CH:18]=[CH:17]/[C:16]1[C:11]([CH2:10][NH:9][C:5]2[CH:6]=[CH:7][CH:8]=[C:3]([C:2]([F:24])([F:23])[F:1])[CH:4]=2)=[N:12][CH:13]=[CH:14][CH:15]=1. Reactant: [F:1][C:2]([F:24])([F:23])[C:3]1[CH:4]=[C:5]([NH:9][CH2:10][C:11]2[C:16](/[CH:17]=[CH:18]/[C:19](OC)=[O:20])=[CH:15][CH:14]=[CH:13][N:12]=2)[CH:6]=[CH:7][CH:8]=1.[NH2:25][OH:26].[OH-].[Na+]. The catalyst class is: 92.